From a dataset of M1 muscarinic receptor antagonist screen with 61,756 compounds. Binary Classification. Given a drug SMILES string, predict its activity (active/inactive) in a high-throughput screening assay against a specified biological target. (1) The compound is Clc1c(CNC(=O)c2c(=O)n3CCSc3nc2)cccc1. The result is 0 (inactive). (2) The result is 0 (inactive). The compound is O(c1cc2c(nc(nc2C)N\C(=N\C(=O)CC)N)cc1)C.